Dataset: Forward reaction prediction with 1.9M reactions from USPTO patents (1976-2016). Task: Predict the product of the given reaction. Given the reactants Br[CH2:2][C:3]1[S:7][C:6]([CH:8]=[O:9])=[CH:5][CH:4]=1.[C:10]([O:14][CH3:15])(=[O:13])[CH2:11][SH:12].C(=O)([O-])[O-].[K+].[K+], predict the reaction product. The product is: [CH:8]([C:6]1[S:7][C:3]([CH2:2][S:12][CH2:11][C:10]([O:14][CH3:15])=[O:13])=[CH:4][CH:5]=1)=[O:9].